Dataset: Full USPTO retrosynthesis dataset with 1.9M reactions from patents (1976-2016). Task: Predict the reactants needed to synthesize the given product. (1) Given the product [F:1][C:2]1[CH:27]=[CH:26][C:5]([CH2:6][N:7]2[C:15]3[C:10](=[CH:11][CH:12]=[CH:13][CH:14]=3)[CH:9]=[C:8]2[C:16]([N:18]2[CH2:23][CH2:22][CH:21]([CH2:24][NH:36][C@H:29]([C:30]3[CH:35]=[CH:34][CH:33]=[CH:32][CH:31]=3)[CH3:28])[CH2:20][CH2:19]2)=[O:17])=[CH:4][CH:3]=1, predict the reactants needed to synthesize it. The reactants are: [F:1][C:2]1[CH:27]=[CH:26][C:5]([CH2:6][N:7]2[C:15]3[C:10](=[CH:11][CH:12]=[CH:13][CH:14]=3)[CH:9]=[C:8]2[C:16]([N:18]2[CH2:23][CH2:22][CH:21]([CH:24]=O)[CH2:20][CH2:19]2)=[O:17])=[CH:4][CH:3]=1.[CH3:28][C@H:29]([NH2:36])[C:30]1[CH:35]=[CH:34][CH:33]=[CH:32][CH:31]=1.C([BH3-])#N.[Na+].C(O)(=O)C. (2) Given the product [C:30]([C:33]1[CH:38]=[CH:37][CH:36]=[CH:35][C:34]=1[C:2]1[CH:7]=[CH:6][C:5]([CH:8]2[N:12]([C:13]3[CH:18]=[CH:17][CH:16]=[CH:15][C:14]=3[Cl:19])[N:11]=[C:10]([C:20]([C:26]([F:28])([F:29])[F:27])([C:22]([F:23])([F:24])[F:25])[OH:21])[CH2:9]2)=[CH:4][CH:3]=1)(=[O:32])[CH3:31], predict the reactants needed to synthesize it. The reactants are: Br[C:2]1[CH:7]=[CH:6][C:5]([CH:8]2[N:12]([C:13]3[CH:18]=[CH:17][CH:16]=[CH:15][C:14]=3[Cl:19])[N:11]=[C:10]([C:20]([C:26]([F:29])([F:28])[F:27])([C:22]([F:25])([F:24])[F:23])[OH:21])[CH2:9]2)=[CH:4][CH:3]=1.[C:30]([C:33]1[CH:38]=[CH:37][CH:36]=[CH:35][C:34]=1B(O)O)(=[O:32])[CH3:31].C(=O)([O-])[O-].[Na+].[Na+]. (3) Given the product [O:1]1[C:6]2[CH:7]=[CH:8][C:9]([C:22]([C@H:20]3[CH2:21][C@@H:19]3[C:17]([O:16][CH3:15])=[O:18])=[O:23])=[CH:10][C:5]=2[O:4][CH2:3][CH2:2]1, predict the reactants needed to synthesize it. The reactants are: [O:1]1[C:6]2[CH:7]=[CH:8][C:9]([Sn](C)(C)C)=[CH:10][C:5]=2[O:4][CH2:3][CH2:2]1.[CH3:15][O:16][C:17]([C@H:19]1[CH2:21][C@@H:20]1[C:22](O)=[O:23])=[O:18]. (4) The reactants are: C[O:2][C:3]1(OC)[C:9]([NH:10][C:11]([C:13]2[C:14]([OH:23])=[N:15][C:16]3[C:21]([CH:22]=2)=[CH:20][CH:19]=[CH:18][CH:17]=3)=[O:12])=[CH:8][C:7](=[O:24])[CH:6]2[CH:4]1[O:5]2.FC(F)(F)C(O)=O. Given the product [O:2]=[C:3]1[C:9]([NH:10][C:11]([C:13]2[C:14]([OH:23])=[N:15][C:16]3[C:21]([CH:22]=2)=[CH:20][CH:19]=[CH:18][CH:17]=3)=[O:12])=[CH:8][C:7](=[O:24])[CH:6]2[CH:4]1[O:5]2, predict the reactants needed to synthesize it. (5) The reactants are: [CH:1]1[C:11]2[CH2:10][CH2:9][C:8]3[CH:12]=[CH:13][CH:14]=[CH:15][C:7]=3[C:6](=[CH:16][C:17]3[CH:22]=[C:21]([NH2:23])[CH:20]=[CH:19][N:18]=3)[C:5]=2[CH:4]=[CH:3][CH:2]=1.C(N(CC)CC)C.[CH3:31][S:32](Cl)(=[O:34])=[O:33]. Given the product [CH:12]1[C:8]2[CH2:9][CH2:10][C:11]3[CH:1]=[CH:2][CH:3]=[CH:4][C:5]=3[C:6](=[CH:16][C:17]3[CH:22]=[C:21]([NH:23][S:32]([CH3:31])(=[O:34])=[O:33])[CH:20]=[CH:19][N:18]=3)[C:7]=2[CH:15]=[CH:14][CH:13]=1, predict the reactants needed to synthesize it. (6) Given the product [F:40][C:5]([C:30]1[CH:35]=[CH:34][C:33]([S:36]([CH3:39])(=[O:38])=[O:37])=[CH:32][CH:31]=1)([CH2:6][C:7]1[CH:12]=[CH:11][CH:10]=[C:9]([C:13]2[CH:14]=[C:15]([C:23]([S:26]([CH3:29])(=[O:27])=[O:28])([CH3:24])[CH3:25])[CH:16]=[C:17]3[C:22]=2[N:21]=[CH:20][CH:19]=[CH:18]3)[CH:8]=1)[CH2:4][OH:3], predict the reactants needed to synthesize it. The reactants are: C([O:3][C:4](=O)[C:5]([F:40])([C:30]1[CH:35]=[CH:34][C:33]([S:36]([CH3:39])(=[O:38])=[O:37])=[CH:32][CH:31]=1)[CH2:6][C:7]1[CH:12]=[CH:11][CH:10]=[C:9]([C:13]2[CH:14]=[C:15]([C:23]([S:26]([CH3:29])(=[O:28])=[O:27])([CH3:25])[CH3:24])[CH:16]=[C:17]3[C:22]=2[N:21]=[CH:20][CH:19]=[CH:18]3)[CH:8]=1)C.CC(C[Al]CC(C)C)C.[BH4-].[Na+]. (7) Given the product [N:17]1[CH:22]=[CH:21][C:20]([C@@H:23]2[NH:3][CH:4]([C:7]([OH:9])=[O:8])[CH2:5][S:6]2)=[CH:19][CH:18]=1, predict the reactants needed to synthesize it. The reactants are: O.Cl.[NH2:3][C@H:4]([C:7]([OH:9])=[O:8])[CH2:5][SH:6].C([O-])(=O)C.[K+].CO.[N:17]1[CH:22]=[CH:21][C:20]([CH:23]=O)=[CH:19][CH:18]=1.